Dataset: Merck oncology drug combination screen with 23,052 pairs across 39 cell lines. Task: Regression. Given two drug SMILES strings and cell line genomic features, predict the synergy score measuring deviation from expected non-interaction effect. (1) Drug 1: CN1C(=O)C=CC2(C)C3CCC4(C)C(NC(=O)OCC(F)(F)F)CCC4C3CCC12. Drug 2: C#Cc1cccc(Nc2ncnc3cc(OCCOC)c(OCCOC)cc23)c1. Cell line: NCIH460. Synergy scores: synergy=0.571. (2) Drug 1: C=CCn1c(=O)c2cnc(Nc3ccc(N4CCN(C)CC4)cc3)nc2n1-c1cccc(C(C)(C)O)n1. Drug 2: COC1=C2CC(C)CC(OC)C(O)C(C)C=C(C)C(OC(N)=O)C(OC)C=CC=C(C)C(=O)NC(=CC1=O)C2=O. Cell line: DLD1. Synergy scores: synergy=12.8. (3) Drug 1: O=C(NOCC(O)CO)c1ccc(F)c(F)c1Nc1ccc(I)cc1F. Drug 2: CC(C)CC(NC(=O)C(Cc1ccccc1)NC(=O)c1cnccn1)B(O)O. Cell line: A2058. Synergy scores: synergy=6.90. (4) Drug 1: O=C(CCCCCCC(=O)Nc1ccccc1)NO. Drug 2: O=C(O)C1(Cc2cccc(Nc3nccs3)n2)CCC(Oc2cccc(Cl)c2F)CC1. Cell line: SW837. Synergy scores: synergy=11.8. (5) Synergy scores: synergy=-10.3. Drug 2: CCN(CC)CCNC(=O)c1c(C)[nH]c(C=C2C(=O)Nc3ccc(F)cc32)c1C. Cell line: LNCAP. Drug 1: O=S1(=O)NC2(CN1CC(F)(F)F)C1CCC2Cc2cc(C=CCN3CCC(C(F)(F)F)CC3)ccc2C1. (6) Drug 1: N.N.O=C(O)C1(C(=O)O)CCC1.[Pt]. Drug 2: COC1=C2CC(C)CC(OC)C(O)C(C)C=C(C)C(OC(N)=O)C(OC)C=CC=C(C)C(=O)NC(=CC1=O)C2=O. Cell line: KPL1. Synergy scores: synergy=-6.15. (7) Drug 1: COc1cccc2c1C(=O)c1c(O)c3c(c(O)c1C2=O)CC(O)(C(=O)CO)CC3OC1CC(N)C(O)C(C)O1. Drug 2: CC1(c2nc3c(C(N)=O)cccc3[nH]2)CCCN1. Cell line: SKMES1. Synergy scores: synergy=7.41.